From a dataset of Acute oral toxicity (LD50) regression data from Zhu et al.. Regression/Classification. Given a drug SMILES string, predict its toxicity properties. Task type varies by dataset: regression for continuous values (e.g., LD50, hERG inhibition percentage) or binary classification for toxic/non-toxic outcomes (e.g., AMES mutagenicity, cardiotoxicity, hepatotoxicity). Dataset: ld50_zhu. (1) The compound is CN(CCC#N)CCC#N. The rat oral LD50 is 2.19, given as -log10 of the dose in mol/kg body weight (higher means more acutely toxic). (2) The compound is CCP(=S)(OC)Sc1ccc(C)cc1. The rat oral LD50 is 3.42, given as -log10 of the dose in mol/kg body weight (higher means more acutely toxic). (3) The molecule is Cc1cccc(OC(C)C)c1N(C)C(=O)CCl. The rat oral LD50 is 2.43, given as -log10 of the dose in mol/kg body weight (higher means more acutely toxic).